This data is from Cav3 T-type calcium channel HTS with 100,875 compounds. The task is: Binary Classification. Given a drug SMILES string, predict its activity (active/inactive) in a high-throughput screening assay against a specified biological target. The compound is o1c2c(cc(c1=O)C(=O)Nc1nocc1)cccc2. The result is 0 (inactive).